This data is from HIV replication inhibition screening data with 41,000+ compounds from the AIDS Antiviral Screen. The task is: Binary Classification. Given a drug SMILES string, predict its activity (active/inactive) in a high-throughput screening assay against a specified biological target. (1) The compound is CCOC(=O)c1cc2c(nc1N)C(=Cc1ccccc1)CCCC2. The result is 0 (inactive). (2) The drug is NS(=O)(=O)c1nnc(NSc2ccc([N+](=O)[O-])cc2)s1. The result is 0 (inactive). (3) The result is 0 (inactive). The molecule is Oc1cnc2c(O)cccc2c1. (4) The result is 0 (inactive). The compound is CC=C(N=C=S)C(=O)OC1C(COC(C)=O)OC(C2(O)CC(=O)C(N)=C(C(=O)O)C2=O)C(O)C1OC1CC(OC)C(O)(C(C)OC(=O)C(C)CC)C(C)O1. (5) The drug is O=S([O-])(O)=[OH+].O[Ru+2]12345(O)(O)C6=C1C2=C3C4=C65. The result is 0 (inactive). (6) The result is 0 (inactive). The drug is CC1=CCC(C)=Nc2nc3ccccc3n21. (7) The compound is CC(C)(C)OC(=O)NC(Cc1ccc(OCc2ccccc2)cn1)C(N)=O. The result is 0 (inactive). (8) The drug is Cc1ccccc1-c1c(N)nc(N)nc1C(=O)Nc1nccs1. The result is 0 (inactive). (9) The molecule is CC=C(C)C(=O)OC1CCN2CC=C(COC(=O)C3(O)C(C)OC(=O)C3C)C12. The result is 0 (inactive). (10) The drug is CCN(c1ccc(Br)cc1)c1c(Br)c(=O)nc2ccccn12. The result is 0 (inactive).